This data is from Full USPTO retrosynthesis dataset with 1.9M reactions from patents (1976-2016). The task is: Predict the reactants needed to synthesize the given product. (1) Given the product [CH3:11][N:12]([CH3:17])[CH2:13][CH2:14][CH2:15][O:16][C:2]1[CH:7]=[CH:6][C:5]([N+:8]([O-:10])=[O:9])=[CH:4][CH:3]=1, predict the reactants needed to synthesize it. The reactants are: F[C:2]1[CH:7]=[CH:6][C:5]([N+:8]([O-:10])=[O:9])=[CH:4][CH:3]=1.[CH3:11][N:12]([CH3:17])[CH2:13][CH2:14][CH2:15][OH:16].[OH-].[K+]. (2) The reactants are: [CH3:1][C:2]1([CH2:19][O:20][C:21]2[C:22]([C:27]([O:29]CC)=[O:28])=[N:23][CH:24]=[CH:25][CH:26]=2)[CH2:6][CH2:5][N:4]([C:7]([C@H:9]2[CH2:14][CH2:13][C@H:12]([C:15]([F:18])([F:17])[F:16])[CH2:11][CH2:10]2)=[O:8])[CH2:3]1.COC1C=C(OC[C@H]2CCCN2C([C@H]2CC[C@H](C(F)(F)F)CC2)=O)C(C(OCC)=O)=NC=1. Given the product [CH3:1][C:2]1([CH2:19][O:20][C:21]2[C:22]([C:27]([OH:29])=[O:28])=[N:23][CH:24]=[CH:25][CH:26]=2)[CH2:6][CH2:5][N:4]([C:7]([C@H:9]2[CH2:10][CH2:11][C@H:12]([C:15]([F:18])([F:16])[F:17])[CH2:13][CH2:14]2)=[O:8])[CH2:3]1, predict the reactants needed to synthesize it. (3) Given the product [C:7]1([C:17]2[CH:18]=[CH:19][CH:20]=[CH:21][CH:22]=2)[CH:8]=[CH:9][C:10]([C:13](=[O:16])[CH2:14][N:1]2[CH2:6][CH2:5][O:4][CH2:3][CH2:2]2)=[CH:11][CH:12]=1, predict the reactants needed to synthesize it. The reactants are: [NH:1]1[CH2:6][CH2:5][O:4][CH2:3][CH2:2]1.[C:7]1([C:17]2[CH:22]=[CH:21][CH:20]=[CH:19][CH:18]=2)[CH:12]=[CH:11][C:10]([C:13](=[O:16])[CH2:14]Br)=[CH:9][CH:8]=1. (4) Given the product [Cl:25][C:26]1[CH:36]=[CH:35][C:29]([O:30][CH2:31][C:6]2[N:15]([CH:23]([CH:17]3[CH2:18][CH2:19][CH2:20][CH2:21][CH2:22]3)[C:45]([NH:44][CH:38]3[CH2:43][CH2:42][CH2:41][CH2:40][CH2:39]3)=[O:48])[C:9]3[CH:10]=[C:11]([F:14])[CH:12]=[CH:13][C:8]=3[N:7]=2)=[C:28]([CH3:37])[CH:27]=1, predict the reactants needed to synthesize it. The reactants are: C(O[C:6](=O)[NH:7][C:8]1[CH:13]=[CH:12][C:11]([F:14])=[CH:10][C:9]=1[NH2:15])(C)(C)C.[CH:17]1([CH:23]=O)[CH2:22][CH2:21][CH2:20][CH2:19][CH2:18]1.[Cl:25][C:26]1[CH:36]=[CH:35][C:29]([O:30][CH2:31]C(O)=O)=[C:28]([CH3:37])[CH:27]=1.[CH:38]1([N+:44]#[C-:45])[CH2:43][CH2:42][CH2:41][CH2:40][CH2:39]1.Cl.C[OH:48]. (5) Given the product [CH2:1]([N:8]1[C:12]2[CH:13]=[CH:14][C:15]3[N:16]([C:17]([CH3:20])=[N:18][N:19]=3)[C:11]=2[CH:10]=[C:9]1[C:21]1[CH:25]=[CH:24][N:23]([C:26]2([CH2:30][C:31]#[N:32])[CH2:29][N:28]([CH3:35])[CH2:27]2)[N:22]=1)[C:2]1[CH:7]=[CH:6][CH:5]=[CH:4][CH:3]=1, predict the reactants needed to synthesize it. The reactants are: [CH2:1]([N:8]1[C:12]2[CH:13]=[CH:14][C:15]3[N:16]([C:17]([CH3:20])=[N:18][N:19]=3)[C:11]=2[CH:10]=[C:9]1[C:21]1[CH:25]=[CH:24][N:23]([C:26]2([CH2:30][C:31]#[N:32])[CH2:29][NH:28][CH2:27]2)[N:22]=1)[C:2]1[CH:7]=[CH:6][CH:5]=[CH:4][CH:3]=1.C=O.[C:35](O[BH-](OC(=O)C)OC(=O)C)(=O)C.[Na+]. (6) The reactants are: [C:1]1([C:7]2[CH:8]=[CH:9][C:10]3[S:14][N:13]=[C:12]([NH:15][CH2:16][CH2:17][CH2:18][NH2:19])[C:11]=3[CH:20]=2)[CH:6]=[CH:5][CH:4]=[CH:3][CH:2]=1.C(N(CC)CC)C.[CH2:28]([O:32][C:33]1[CH:41]=[CH:40][C:36]([C:37](Cl)=[O:38])=[CH:35][CH:34]=1)[CH2:29][CH2:30][CH3:31]. Given the product [CH2:28]([O:32][C:33]1[CH:34]=[CH:35][C:36]([C:37]([NH:19][CH2:18][CH2:17][CH2:16][NH:15][C:12]2[C:11]3[CH:20]=[C:7]([C:1]4[CH:2]=[CH:3][CH:4]=[CH:5][CH:6]=4)[CH:8]=[CH:9][C:10]=3[S:14][N:13]=2)=[O:38])=[CH:40][CH:41]=1)[CH2:29][CH2:30][CH3:31], predict the reactants needed to synthesize it.